This data is from Catalyst prediction with 721,799 reactions and 888 catalyst types from USPTO. The task is: Predict which catalyst facilitates the given reaction. (1) Product: [CH2:1]([N:3]1[C:15]2[CH:14]=[CH:13][C:12]([C:16](=[O:18])[CH2:17][C:30](=[O:32])[CH3:29])=[CH:11][C:10]=2[C:9]2[C:4]1=[CH:5][CH:6]=[C:7]([C:19](=[O:28])[C:20]1[CH:25]=[CH:24][C:23]([F:26])=[CH:22][C:21]=1[CH3:27])[CH:8]=2)[CH3:2]. Reactant: [CH2:1]([N:3]1[C:15]2[CH:14]=[CH:13][C:12]([C:16](=[O:18])[CH3:17])=[CH:11][C:10]=2[C:9]2[C:4]1=[CH:5][CH:6]=[C:7]([C:19](=[O:28])[C:20]1[CH:25]=[CH:24][C:23]([F:26])=[CH:22][C:21]=1[CH3:27])[CH:8]=2)[CH3:2].[CH3:29][C:30](C)([O-:32])C.[K+].CCCCCC. The catalyst class is: 13. (2) Product: [CH3:14][C:13]([CH3:16])([CH3:15])[CH2:12][CH2:11][O:9][C:6]1[CH:7]=[CH:8][C:3]([C:1]#[N:2])=[CH:4][CH:5]=1. Reactant: [C:1]([C:3]1[CH:8]=[CH:7][C:6]([OH:9])=[CH:5][CH:4]=1)#[N:2].Br[CH2:11][CH2:12][C:13]([CH3:16])([CH3:15])[CH3:14].C(=O)([O-])[O-].[K+].[K+].[I-].[K+]. The catalyst class is: 21. (3) Reactant: [OH:1][C:2]1[CH:3]=[C:4]([CH:9]=[CH:10][CH:11]=1)[C:5]([O:7][CH3:8])=[O:6].Cl.Cl[CH2:14][CH2:15][N:16]1[CH2:21][CH2:20][O:19][CH2:18][CH2:17]1.C(=O)([O-])[O-].[K+].[K+]. Product: [N:16]1([CH2:15][CH2:14][O:1][C:2]2[CH:3]=[C:4]([CH:9]=[CH:10][CH:11]=2)[C:5]([O:7][CH3:8])=[O:6])[CH2:21][CH2:20][O:19][CH2:18][CH2:17]1. The catalyst class is: 133. (4) The catalyst class is: 26. Reactant: FC(F)(F)C(O)=O.[CH3:8][O:9][C:10]([C:12]1[CH2:17][CH2:16][CH2:15][CH2:14][CH:13]=1)=[O:11].[CH2:18]([N:25]([CH2:31]OC)[CH2:26][Si](C)(C)C)[C:19]1[CH:24]=[CH:23][CH:22]=[CH:21][CH:20]=1.C(=O)(O)[O-].[Na+]. Product: [CH3:8][O:9][C:10]([C@@:12]12[CH2:31][N:25]([CH2:18][C:19]3[CH:24]=[CH:23][CH:22]=[CH:21][CH:20]=3)[CH2:26][C@@H:17]1[CH2:16][CH2:15][CH2:14][CH2:13]2)=[O:11]. (5) Reactant: [OH:1]S(O)(=O)=O.[CH2:6]([N:13]1[CH2:30][CH2:29][CH2:28][C:16]2([CH:21](C#N)[C:20](=[O:24])N[C:18](=[O:25])[CH:17]2C#N)[CH2:15][CH2:14]1)[C:7]1[CH:12]=[CH:11][CH:10]=[CH:9][CH:8]=1.[OH-:31].[Na+].Cl. Product: [CH2:6]([N:13]1[CH2:30][CH2:29][CH2:28][C:16]([CH2:17][C:18]([OH:25])=[O:1])([CH2:21][C:20]([OH:24])=[O:31])[CH2:15][CH2:14]1)[C:7]1[CH:8]=[CH:9][CH:10]=[CH:11][CH:12]=1. The catalyst class is: 6. (6) Reactant: C(=O)([O-])[O-].[Cs+].[Cs+].[Cl:7][C:8]1[CH:18]=[CH:17][C:11]2[NH:12][C:13](=[O:16])[CH2:14][S:15][C:10]=2[CH:9]=1.Br[CH:20]([CH3:29])[CH2:21][CH2:22][CH2:23][C:24]([O:26][CH2:27][CH3:28])=[O:25].O. Product: [Cl:7][C:8]1[CH:18]=[CH:17][C:11]2[N:12]([CH2:29][CH2:20][CH2:21][CH2:22][CH2:23][C:24]([O:26][CH2:27][CH3:28])=[O:25])[C:13](=[O:16])[CH2:14][S:15][C:10]=2[CH:9]=1. The catalyst class is: 9.